Task: Predict the reactants needed to synthesize the given product.. Dataset: Full USPTO retrosynthesis dataset with 1.9M reactions from patents (1976-2016) Given the product [Br:27][C:8]1[CH:7]=[C:6]([CH2:5][C@H:4]([NH:28][C:35](=[O:36])[CH:34]=[CH:33][C:32]2[CH:38]=[CH:39][C:40]([F:42])=[CH:41][C:31]=2[F:30])[C:3]([OH:2])=[O:29])[CH:11]=[CH:10][C:9]=1[O:12][CH2:13][CH2:14][C:15]1[N:16]=[C:17]([C:21]2[CH:26]=[CH:25][CH:24]=[CH:23][CH:22]=2)[O:18][C:19]=1[CH3:20], predict the reactants needed to synthesize it. The reactants are: C[O:2][C:3](=[O:29])[C@@H:4]([NH2:28])[CH2:5][C:6]1[CH:11]=[CH:10][C:9]([O:12][CH2:13][CH2:14][C:15]2[N:16]=[C:17]([C:21]3[CH:26]=[CH:25][CH:24]=[CH:23][CH:22]=3)[O:18][C:19]=2[CH3:20])=[C:8]([Br:27])[CH:7]=1.[F:30][C:31]1[CH:41]=[C:40]([F:42])[CH:39]=[CH:38][C:32]=1[CH:33]=[CH:34][C:35](O)=[O:36].